This data is from Catalyst prediction with 721,799 reactions and 888 catalyst types from USPTO. The task is: Predict which catalyst facilitates the given reaction. (1) Reactant: C([O:3][C:4](=[O:35])[CH2:5][C:6]1[CH:11]=[C:10]([O:12][C:13]2[CH:18]=[CH:17][C:16]([Br:19])=[CH:15][C:14]=2[CH2:20][N:21]2[C@@H:25]([CH3:26])[C@@H:24]([C:27]3[CH:32]=[CH:31][CH:30]=[CH:29][CH:28]=3)[O:23][C:22]2=[O:33])[CH:9]=[CH:8][C:7]=1[Cl:34])C.[OH-].[Li+]. Product: [Br:19][C:16]1[CH:17]=[CH:18][C:13]([O:12][C:10]2[CH:9]=[CH:8][C:7]([Cl:34])=[C:6]([CH2:5][C:4]([OH:35])=[O:3])[CH:11]=2)=[C:14]([CH2:20][N:21]2[C@@H:25]([CH3:26])[C@@H:24]([C:27]3[CH:28]=[CH:29][CH:30]=[CH:31][CH:32]=3)[O:23][C:22]2=[O:33])[CH:15]=1. The catalyst class is: 12. (2) Reactant: [NH2:1][C:2]1[CH:3]=[CH:4][C:5]([S:12](=[O:25])(=[O:24])[NH:13][C:14]2[CH:15]=[CH:16][C:17]3[CH2:21][O:20][B:19]([OH:22])[C:18]=3[CH:23]=2)=[C:6]([CH2:8][C:9]([OH:11])=O)[CH:7]=1.NN.C1CN([P+](O[N:45]2[N:53]=NC3C=CC=CC2=3)(N2CCCC2)N2CCCC2)CC1.F[P-](F)(F)(F)(F)F.C(N(CC)CC)C. Product: [NH2:1][C:2]1[CH:3]=[CH:4][C:5]([S:12]([NH:13][C:14]2[CH:15]=[CH:16][C:17]3[CH2:21][O:20][B:19]([OH:22])[C:18]=3[CH:23]=2)(=[O:24])=[O:25])=[C:6]([CH2:8][C:9]([NH:45][NH2:53])=[O:11])[CH:7]=1. The catalyst class is: 3. (3) Reactant: [C:1]([O:4][C:5]1[C:10]([CH3:11])=[CH:9][CH:8]=[C:7]([NH:12][C:13](=[O:15])[CH3:14])[N:6]=1)(=O)C.IC. Product: [CH3:1][O:4][C:5]1[N:6]=[C:7]([NH:12][C:13](=[O:15])[CH3:14])[CH:8]=[CH:9][C:10]=1[CH3:11]. The catalyst class is: 100. (4) Reactant: [N:1]1([C@@H:5]2[C@H:14]([CH2:15][C:16]3[CH:21]=[CH:20][CH:19]=[CH:18][CH:17]=3)[C:13]3[CH:12]=[C:11]([OH:22])[CH:10]=[CH:9][C:8]=3[CH2:7][CH2:6]2)[CH2:4][CH2:3][CH2:2]1.N1C=CC=CC=1.[F:29][C:30]([F:43])([F:42])[S:31](O[S:31]([C:30]([F:43])([F:42])[F:29])(=[O:33])=[O:32])(=[O:33])=[O:32].C(=O)(O)[O-]. Product: [F:29][C:30]([F:43])([F:42])[S:31]([O:22][C:11]1[CH:10]=[CH:9][C:8]2[CH2:7][CH2:6][C@H:5]([N:1]3[CH2:4][CH2:3][CH2:2]3)[C@H:14]([CH2:15][C:16]3[CH:21]=[CH:20][CH:19]=[CH:18][CH:17]=3)[C:13]=2[CH:12]=1)(=[O:33])=[O:32]. The catalyst class is: 2. (5) Reactant: [CH3:1][O:2][C:3]([C:5]1[C:6]([C:16]([OH:18])=O)=[N:7][N:8]([C:10]2[CH:15]=[CH:14][CH:13]=[CH:12][CH:11]=2)[N:9]=1)=[O:4].[C:19](N1C=CN=C1)([N:21]1C=CN=[CH:22]1)=O.CNC. Product: [CH3:19][N:21]([CH3:22])[C:16]([C:6]1[C:5]([C:3]([O:2][CH3:1])=[O:4])=[N:9][N:8]([C:10]2[CH:11]=[CH:12][CH:13]=[CH:14][CH:15]=2)[N:7]=1)=[O:18]. The catalyst class is: 3. (6) Reactant: C([O:8][C:9]1[C:13](/[CH:14]=[CH:15]/[P:16](=[O:23])([O:20][CH2:21][CH3:22])[O:17][CH2:18][CH3:19])=[CH:12][N:11]([C:24]2[CH:29]=[CH:28][CH:27]=[CH:26][CH:25]=2)[N:10]=1)C1C=CC=CC=1. Product: [OH:8][C:9]1[C:13]([CH2:14][CH2:15][P:16](=[O:23])([O:17][CH2:18][CH3:19])[O:20][CH2:21][CH3:22])=[CH:12][N:11]([C:24]2[CH:29]=[CH:28][CH:27]=[CH:26][CH:25]=2)[N:10]=1. The catalyst class is: 304. (7) Reactant: [F:1][C:2]1[C:8]([C:9]([F:12])([F:11])[F:10])=[CH:7][CH:6]=[CH:5][C:3]=1[NH2:4].C1C(=O)N([Br:20])C(=O)C1. Product: [Br:20][C:7]1[CH:6]=[CH:5][C:3]([NH2:4])=[C:2]([F:1])[C:8]=1[C:9]([F:10])([F:11])[F:12]. The catalyst class is: 215. (8) Reactant: [Cl:1][C:2]1[CH:3]=[C:4]([S:9]([N:12]2[CH2:29][CH2:28][CH2:27][C@H:13]2[C:14]([NH:16][C@H:17]([C:23]([O:25][CH3:26])=[O:24])[CH2:18][CH2:19][C:20]([O-])=[O:21])=[O:15])(=[O:11])=[O:10])[CH:5]=[C:6]([Cl:8])[CH:7]=1.CCN=C=NCCCN(C)C.Cl.C1C=CC2N(O)N=NC=2C=1.CN1CCOCC1.Cl.[NH:60]1[CH2:65][CH2:64][CH:63]([CH2:66][N:67]2[CH2:71][CH2:70][O:69][C:68]2=[O:72])[CH2:62][CH2:61]1. Product: [Cl:1][C:2]1[CH:3]=[C:4]([S:9]([N:12]2[CH2:29][CH2:28][CH2:27][C@H:13]2[C:14]([NH:16][C@@H:17]([CH2:18][CH2:19][C:20](=[O:21])[N:60]2[CH2:65][CH2:64][CH:63]([CH2:66][N:67]3[CH2:71][CH2:70][O:69][C:68]3=[O:72])[CH2:62][CH2:61]2)[C:23]([O:25][CH3:26])=[O:24])=[O:15])(=[O:11])=[O:10])[CH:5]=[C:6]([Cl:8])[CH:7]=1. The catalyst class is: 3. (9) Reactant: C([O:5][P:6]([CH:13]([OH:24])[C:14]1[CH:15]=[N:16][C:17]2[C:22]([CH:23]=1)=[CH:21][CH:20]=[CH:19][CH:18]=2)(=[O:12])[O:7]C(C)(C)C)(C)(C)C. Product: [OH:24][CH:13]([P:6](=[O:5])([OH:7])[OH:12])[C:14]1[CH:15]=[N:16][C:17]2[C:22]([CH:23]=1)=[CH:21][CH:20]=[CH:19][CH:18]=2. The catalyst class is: 86.